From a dataset of Reaction yield outcomes from USPTO patents with 853,638 reactions. Predict the reaction yield, written as a fraction of the theoretical maximum amount of product (1.0 means a 100% yield; for example, 0.34 means a 34% yield). (1) The reactants are [CH3:1][O:2][CH:3]1[O:11][C@H:10]2[C@H:5]([O:6][C:7]([CH3:13])([CH3:12])[O:8][CH2:9]2)[C@H:4]1[OH:14].[S:15](Cl)([C:18]1[CH:24]=[CH:23][C:21]([CH3:22])=[CH:20][CH:19]=1)(=[O:17])=[O:16]. The catalyst is N1C=CC=CC=1. The product is [CH3:22][C:21]1[CH:23]=[CH:24][C:18]([S:15]([O:14][C@@H:4]2[C@H:5]3[O:6][C:7]([CH3:12])([CH3:13])[O:8][CH2:9][C@H:10]3[O:11][C@@H:3]2[O:2][CH3:1])(=[O:17])=[O:16])=[CH:19][CH:20]=1. The yield is 0.930. (2) The reactants are C([Mg]Cl)(C)C.[Si:6]([O:13][CH2:14][C:15]([N:18]1[C:22]2[N:23]=[C:24]([Cl:27])[N:25]=[CH:26][C:21]=2[C:20](I)=[CH:19]1)([CH3:17])[CH3:16])([C:9]([CH3:12])([CH3:11])[CH3:10])([CH3:8])[CH3:7].[C:29]1([C:35](=[N:42][C:43]2[CH:44]=[N:45][CH:46]=[C:47]([CH:54]=2)[C:48](N(OC)C)=[O:49])[C:36]2[CH:41]=[CH:40][CH:39]=[CH:38][CH:37]=2)[CH:34]=[CH:33][CH:32]=[CH:31][CH:30]=1. The catalyst is C1COCC1. The product is [Si:6]([O:13][CH2:14][C:15]([N:18]1[C:22]2[N:23]=[C:24]([Cl:27])[N:25]=[CH:26][C:21]=2[C:20]([C:48]([C:47]2[CH:46]=[N:45][CH:44]=[C:43]([N:42]=[C:35]([C:36]3[CH:41]=[CH:40][CH:39]=[CH:38][CH:37]=3)[C:29]3[CH:34]=[CH:33][CH:32]=[CH:31][CH:30]=3)[CH:54]=2)=[O:49])=[CH:19]1)([CH3:17])[CH3:16])([C:9]([CH3:12])([CH3:11])[CH3:10])([CH3:8])[CH3:7]. The yield is 0.660. (3) The reactants are [C:1]([CH2:4][CH2:5][C:6]1[N:10]([CH2:11][C:12]2[CH:29]=[CH:28][C:15]3/[C:16](=[CH:25]/[C:26]#[N:27])/[C:17]4[CH:24]=[CH:23][CH:22]=[CH:21][C:18]=4[CH2:19][CH2:20][C:14]=3[CH:13]=2)[C:9]2[CH:30]=[C:31]([C:35]3[CH:40]=[CH:39][CH:38]=[CH:37][CH:36]=3)[CH:32]=[C:33]([CH3:34])[C:8]=2[N:7]=1)(O)=[O:2].[CH2:41]([N:43]=C=NCCCN(C)C)C.ON1C2C=CC=CC=2N=N1.CN.C(=O)([O-])O.[Na+]. The catalyst is CN(C=O)C.O. The product is [CH3:41][NH:43][C:1]([CH2:4][CH2:5][C:6]1[N:10]([CH2:11][C:12]2[CH:29]=[CH:28][C:15]3/[C:16](=[CH:25]/[C:26]#[N:27])/[C:17]4[CH:24]=[CH:23][CH:22]=[CH:21][C:18]=4[CH2:19][CH2:20][C:14]=3[CH:13]=2)[C:9]2[CH:30]=[C:31]([C:35]3[CH:36]=[CH:37][CH:38]=[CH:39][CH:40]=3)[CH:32]=[C:33]([CH3:34])[C:8]=2[N:7]=1)=[O:2]. The yield is 1.00. (4) The reactants are C[O:2][C:3](=O)[CH2:4][C:5]1[CH:10]=[CH:9][C:8]([CH2:11][N:12]2[C:24]3[CH:23]=[CH:22][CH:21]=[CH:20][C:19]=3[C:18]3[C:13]2=[CH:14][CH:15]=[CH:16][CH:17]=3)=[CH:7][CH:6]=1.Cl.[NH2:27][OH:28].C[O-].[Na+]. The catalyst is CO.C(OCC)(=O)C.C(=O)(O)[O-].[Na+]. The product is [CH:23]1[C:24]2[N:12]([CH2:11][C:8]3[CH:9]=[CH:10][C:5]([CH2:4][C:3]([NH:27][OH:28])=[O:2])=[CH:6][CH:7]=3)[C:13]3[C:18](=[CH:17][CH:16]=[CH:15][CH:14]=3)[C:19]=2[CH:20]=[CH:21][CH:22]=1. The yield is 0.400. (5) The reactants are [C:1]([C:4]1[CH:13]=[CH:12][C:7]([C:8]([O:10][CH3:11])=[O:9])=[CH:6][C:5]=1[OH:14])(=O)[CH3:2].CCO.Cl.[NH2:19][OH:20]. The catalyst is [OH-].[Na+]. The product is [OH:14][C:5]1[CH:6]=[C:7]([CH:12]=[CH:13][C:4]=1[C:1](=[N:19][OH:20])[CH3:2])[C:8]([O:10][CH3:11])=[O:9]. The yield is 0.780.